Task: Regression. Given a peptide amino acid sequence and an MHC pseudo amino acid sequence, predict their binding affinity value. This is MHC class I binding data.. Dataset: Peptide-MHC class I binding affinity with 185,985 pairs from IEDB/IMGT (1) The binding affinity (normalized) is 0.582. The peptide sequence is LRLTVWGTKNL. The MHC is HLA-B27:05 with pseudo-sequence HLA-B27:05. (2) The peptide sequence is HQILPKVL. The MHC is H-2-Kb with pseudo-sequence H-2-Kb. The binding affinity (normalized) is 0.0735. (3) The peptide sequence is VGNVYYKF. The MHC is Mamu-B52 with pseudo-sequence Mamu-B52. The binding affinity (normalized) is 0.976. (4) The peptide sequence is YVFAIPLPF. The MHC is HLA-C06:02 with pseudo-sequence HLA-C06:02. The binding affinity (normalized) is 0.0847.